Dataset: Catalyst prediction with 721,799 reactions and 888 catalyst types from USPTO. Task: Predict which catalyst facilitates the given reaction. (1) Reactant: [F:1][C:2]1[CH:3]=[CH:4][C:5]2[C:6]3[C:11]([CH:12]([CH3:27])[N:13]([S:16]([C:19]4[CH:24]=[CH:23][C:22]([O:25]C)=[CH:21][CH:20]=4)(=[O:18])=[O:17])[C:14]=2[CH:15]=1)=[CH:10][CH:9]=[CH:8][CH:7]=3.C1CCCCC=1.B(Br)(Br)Br.CO. Product: [F:1][C:2]1[CH:3]=[CH:4][C:5]2[C:6]3[C:11]([CH:12]([CH3:27])[N:13]([S:16]([C:19]4[CH:20]=[CH:21][C:22]([OH:25])=[CH:23][CH:24]=4)(=[O:18])=[O:17])[C:14]=2[CH:15]=1)=[CH:10][CH:9]=[CH:8][CH:7]=3. The catalyst class is: 4. (2) Reactant: [Br:1][C:2]1[CH:3]=[CH:4][C:5]([CH3:10])=[C:6]([CH:9]=1)[C:7]#[N:8].[Br:11]N1C(=O)CCC1=O. Product: [Br:1][C:2]1[CH:3]=[CH:4][C:5]([CH2:10][Br:11])=[C:6]([CH:9]=1)[C:7]#[N:8]. The catalyst class is: 53.